Dataset: Reaction yield outcomes from USPTO patents with 853,638 reactions. Task: Predict the reaction yield, written as a fraction of the theoretical maximum amount of product (1.0 means a 100% yield; for example, 0.34 means a 34% yield). The reactants are [NH2:1][CH:2]1[CH2:7][CH2:6][CH:5]([C:8]([OH:10])=[O:9])[CH2:4][CH2:3]1.S(Cl)(Cl)=O.[CH2:15](Cl)Cl. The yield is 0.970. No catalyst specified. The product is [NH2:1][CH:2]1[CH2:7][CH2:6][CH:5]([C:8]([O:10][CH3:15])=[O:9])[CH2:4][CH2:3]1.